This data is from Peptide-MHC class II binding affinity with 134,281 pairs from IEDB. The task is: Regression. Given a peptide amino acid sequence and an MHC pseudo amino acid sequence, predict their binding affinity value. This is MHC class II binding data. (1) The peptide sequence is IIYPGTLWCGHGNKSSGP. The MHC is H-2-IAd with pseudo-sequence H-2-IAd. The binding affinity (normalized) is 0. (2) The peptide sequence is AEHQAIVRDVLAASD. The MHC is DRB1_0405 with pseudo-sequence DRB1_0405. The binding affinity (normalized) is 0.207. (3) The peptide sequence is SQDDELSWNLNGLQAY. The MHC is DRB1_0802 with pseudo-sequence DRB1_0802. The binding affinity (normalized) is 0.294. (4) The peptide sequence is VWREMHHLVEFEPPH. The MHC is HLA-DQA10201-DQB10301 with pseudo-sequence HLA-DQA10201-DQB10301. The binding affinity (normalized) is 0.352. (5) The peptide sequence is IQLKCSDSMPCKDIK. The MHC is HLA-DPA10301-DPB10402 with pseudo-sequence HLA-DPA10301-DPB10402. The binding affinity (normalized) is 0.159. (6) The peptide sequence is EVVNDVSTFSSGLVW. The MHC is DRB1_0802 with pseudo-sequence DRB1_0802. The binding affinity (normalized) is 0.539.